This data is from Full USPTO retrosynthesis dataset with 1.9M reactions from patents (1976-2016). The task is: Predict the reactants needed to synthesize the given product. (1) The reactants are: [CH2:1]1[C:6]2([CH2:11][CH2:10][N:9]([C:12]3[CH:21]=[C:20]4[C:15]([CH:16]=[CH:17][C:18]([C:22]([OH:24])=O)=[N:19]4)=[CH:14][CH:13]=3)[CH2:8][CH2:7]2)[CH2:5][CH2:4][O:3][CH2:2]1.[NH2:25][C:26]1[CH:27]=[N:28][CH:29]=[CH:30][C:31]=1[N:32]1[CH2:37][C@H:36]([CH3:38])[C@@H:35]([O:39][Si](C(C)(C)C)(C)C)[C@H:34]([NH:47]C(=O)OC(C)(C)C)[CH2:33]1.CN(C(ON1N=NC2C=CC=NC1=2)=[N+](C)C)C.F[P-](F)(F)(F)(F)F.CCN(C(C)C)C(C)C.Cl.O1CCOCC1. Given the product [NH2:47][C@H:34]1[C@H:35]([OH:39])[C@@H:36]([CH3:38])[CH2:37][N:32]([C:31]2[CH:30]=[CH:29][N:28]=[CH:27][C:26]=2[NH:25][C:22]([C:18]2[CH:17]=[CH:16][C:15]3[C:20](=[CH:21][C:12]([N:9]4[CH2:10][CH2:11][C:6]5([CH2:1][CH2:2][O:3][CH2:4][CH2:5]5)[CH2:7][CH2:8]4)=[CH:13][CH:14]=3)[N:19]=2)=[O:24])[CH2:33]1, predict the reactants needed to synthesize it. (2) The reactants are: [N:1]1[N:2]([C:6]2[CH:11]=[CH:10][CH:9]=[CH:8][C:7]=2[C:12]([N:14]2[CH2:19][C@H:18]([OH:20])[CH2:17][CH2:16][C@H:15]2[CH3:21])=[O:13])[N:3]=[CH:4][CH:5]=1.[H-].[Na+].Cl[C:25]1[CH:30]=[C:29]([C:31]([OH:34])([CH3:33])[CH3:32])[CH:28]=[CH:27][N:26]=1. Given the product [CH3:21][C@H:15]1[N:14]([C:12]([C:7]2[CH:8]=[CH:9][CH:10]=[CH:11][C:6]=2[N:2]2[N:3]=[CH:4][CH:5]=[N:1]2)=[O:13])[CH2:19][C@H:18]([O:20][C:25]2[CH:30]=[C:29]([C:31]([OH:34])([CH3:33])[CH3:32])[CH:28]=[CH:27][N:26]=2)[CH2:17][CH2:16]1, predict the reactants needed to synthesize it. (3) Given the product [CH3:1][C:2]1[C:7]2[CH2:8][CH2:9][C:10]3[CH:15]=[CH:14][N:13]=[CH:12][C:11]=3[CH:16]([NH2:17])[C:6]=2[CH:5]=[CH:4][CH:3]=1, predict the reactants needed to synthesize it. The reactants are: [CH3:1][C:2]1[C:7]2[CH2:8][CH2:9][C:10]3[CH:15]=[CH:14][N:13]=[CH:12][C:11]=3[C:16](=[N:17]O)[C:6]=2[CH:5]=[CH:4][CH:3]=1.CCOCC.[OH-].[Na+]. (4) Given the product [Br:12][C:4]1[CH:3]=[C:2]([N:1]2[CH:13]=[N:25][N:24]=[N:23]2)[CH:7]=[CH:6][C:5]=1[CH2:8][C:9]([OH:11])=[O:10], predict the reactants needed to synthesize it. The reactants are: [NH2:1][C:2]1[CH:7]=[CH:6][C:5]([CH2:8][C:9]([OH:11])=[O:10])=[C:4]([Br:12])[CH:3]=1.[CH:13](OCC)(OCC)OCC.[N-:23]=[N+:24]=[N-:25].[Na+]. (5) Given the product [S:37]1[C:41]2[CH2:42][CH2:43][CH2:44][C:40]=2[N:39]=[C:38]1[C:45]1[CH:51]=[CH:50][CH:49]=[CH:48][C:46]=1[NH:47][C:29]([O:1][CH2:2][CH:3]1[CH2:8][CH2:7][N:6]([C:9]([O:11][C:12]([CH3:15])([CH3:14])[CH3:13])=[O:10])[CH2:5][CH2:4]1)=[O:35], predict the reactants needed to synthesize it. The reactants are: [OH:1][CH2:2][CH:3]1[CH2:8][CH2:7][N:6]([C:9]([O:11][C:12]([CH3:15])([CH3:14])[CH3:13])=[O:10])[CH2:5][CH2:4]1.C(N(C(C)C)CC)(C)C.ClC(Cl)(O[C:29](=[O:35])OC(Cl)(Cl)Cl)Cl.[S:37]1[C:41]2[CH2:42][CH2:43][CH2:44][C:40]=2[N:39]=[C:38]1[C:45]1[CH:51]=[CH:50][CH:49]=[CH:48][C:46]=1[NH2:47].C(=O)(O)[O-].[Na+]. (6) Given the product [C:1]([O:5][C@@H:6]([C:12]1[C:21]([CH3:22])=[C:20]([F:26])[C:19]2[C:14](=[CH:15][CH:16]=[C:17]([CH3:23])[CH:18]=2)[C:13]=1[OH:24])[C:7]([O:9][CH2:10][CH3:11])=[O:8])([CH3:4])([CH3:3])[CH3:2], predict the reactants needed to synthesize it. The reactants are: [C:1]([O:5][C@@H:6]([C:12]1[C:21]([CH3:22])=[CH:20][C:19]2[C:14](=[CH:15][CH:16]=[C:17]([CH3:23])[CH:18]=2)[C:13]=1[OH:24])[C:7]([O:9][CH2:10][CH3:11])=[O:8])([CH3:4])([CH3:3])[CH3:2].[B-](F)(F)(F)[F:26].[B-](F)(F)(F)F.C1[N+]2(CCl)CC[N+](F)(CC2)C1.